From a dataset of Experimentally validated miRNA-target interactions with 360,000+ pairs, plus equal number of negative samples. Binary Classification. Given a miRNA mature sequence and a target amino acid sequence, predict their likelihood of interaction. (1) The miRNA is hsa-miR-30b-3p with sequence CUGGGAGGUGGAUGUUUACUUC. The protein sequence of the target gene is MKRRASDRGAGETSANAKALGTGIAGNNAKRAGPFVLGPRLGNSPVPSIVQCLARKDGTDDFYQLKILTLEERGEQGIESQEERQGKMLLHTEYSLLSLLHTQDGVVHHHGLFQDRTCEAVEDTESGRMVKKMKKRICLVLDCLCAHDFSDKTADLINLQHYVIKEKRLSERETVVIFYDVVRVVEALHQKNIVHRDLKLGNMVLNKRTHRITITNFCLGKHLVSEGDLLKDQRGSPAYISPDVLSGRPYRGKPSDMWALGVVLFTMLYGQFPFYDSIPQELFRKIKAAEYTIPEDGRVS.... Result: 0 (no interaction). (2) The miRNA is mmu-miR-1197-3p with sequence UAGGACACAUGGUCUACUUCU. The protein sequence of the target gene is MAEVGGVFASLDWDLHGFSSSLGNVPLADSPGFLNERLGQIEGKLQRGSPTDFAHLKGILRRRQLYCRTGFHLEIFPNGTVHGTRHDHSRFGILEFISLAVGLISIRGVDSGLYLGMNERGELYGSKKLTRECVFREQFEENWYNTYASTLYKHSDSERQYYVALNKDGSPREGYRTKRHQKFTHFLPRPVDPSKLPSMSRDLFHYR. Result: 0 (no interaction).